The task is: Binary Classification. Given a T-cell receptor sequence (or CDR3 region) and an epitope sequence, predict whether binding occurs between them.. This data is from TCR-epitope binding with 47,182 pairs between 192 epitopes and 23,139 TCRs. (1) The epitope is KRWIILGLNK. The TCR CDR3 sequence is CASSYDNYEQYF. Result: 1 (the TCR binds to the epitope). (2) Result: 0 (the TCR does not bind to the epitope). The TCR CDR3 sequence is CASSPGQGPAGGELFF. The epitope is SLYNTVATL. (3) The epitope is RLYYDSMSY. The TCR CDR3 sequence is CASSFFGQDAYEQYF. Result: 1 (the TCR binds to the epitope). (4) The epitope is YSEHPTFTSQY. The TCR CDR3 sequence is CASSQDGSLAETQYF. Result: 0 (the TCR does not bind to the epitope). (5) The epitope is AYILFTRFFYV. The TCR CDR3 sequence is CASSAMARNTEAFF. Result: 0 (the TCR does not bind to the epitope). (6) The TCR CDR3 sequence is CASSFAGESSYEQYF. Result: 0 (the TCR does not bind to the epitope). The epitope is HTDFSSEIIGY.